This data is from Peptide-MHC class I binding affinity with 185,985 pairs from IEDB/IMGT. The task is: Regression. Given a peptide amino acid sequence and an MHC pseudo amino acid sequence, predict their binding affinity value. This is MHC class I binding data. The peptide sequence is RRTPRVSWK. The MHC is HLA-B73:01 with pseudo-sequence HLA-B73:01. The binding affinity (normalized) is 0.0847.